This data is from Reaction yield outcomes from USPTO patents with 853,638 reactions. The task is: Predict the reaction yield, written as a fraction of the theoretical maximum amount of product (1.0 means a 100% yield; for example, 0.34 means a 34% yield). (1) The reactants are [CH3:1][C:2]1[CH:3]=[C:4]([CH:7]=[CH:8][C:9]=1[O:10][CH2:11][CH2:12][CH2:13][N:14]1[CH2:19][CH2:18][N:17]([CH3:20])[CH2:16][CH2:15]1)[CH:5]=O.[CH3:21][C:22]1[C:27]([CH3:28])=[CH:26][CH:25]=[C:24]([NH2:29])[C:23]=1[NH2:30]. No catalyst specified. The product is [CH3:21][C:22]1[C:23]2[N:30]=[C:5]([C:4]3[CH:7]=[CH:8][C:9]([O:10][CH2:11][CH2:12][CH2:13][N:14]4[CH2:19][CH2:18][N:17]([CH3:20])[CH2:16][CH2:15]4)=[C:2]([CH3:1])[CH:3]=3)[NH:29][C:24]=2[CH:25]=[CH:26][C:27]=1[CH3:28]. The yield is 0.750. (2) The reactants are Br[C:2]1[CH:7]=[CH:6][C:5]([CH2:8][O:9][Si:10]([C:13]([CH3:16])([CH3:15])[CH3:14])([CH3:12])[CH3:11])=[CH:4][C:3]=1[S:17]([NH:20][C:21]([CH3:24])([CH3:23])[CH3:22])(=[O:19])=[O:18].[C:25]1([CH2:31][SH:32])[CH:30]=[CH:29][CH:28]=[CH:27][CH:26]=1.C(N(C(C)C)C(C)C)C. The catalyst is CN(C)C=O.CC1(C)C2C=CC=C(P(C3C=CC=CC=3)C3C=CC=CC=3)C=2OC2C1=CC=CC=2P(C1C=CC=CC=1)C1C=CC=CC=1. The product is [CH2:31]([S:32][C:2]1[CH:7]=[CH:6][C:5]([CH2:8][O:9][Si:10]([C:13]([CH3:16])([CH3:15])[CH3:14])([CH3:12])[CH3:11])=[CH:4][C:3]=1[S:17]([NH:20][C:21]([CH3:24])([CH3:23])[CH3:22])(=[O:19])=[O:18])[C:25]1[CH:30]=[CH:29][CH:28]=[CH:27][CH:26]=1. The yield is 0.860. (3) The reactants are [F:1][C:2]1[CH:3]=[C:4]([NH:21][C:22](=[O:34])[CH2:23][C:24]([NH:26][C:27]2[CH:32]=[CH:31][C:30]([F:33])=[CH:29][CH:28]=2)=[O:25])[CH:5]=[CH:6][C:7]=1[O:8][C:9]1[C:14]2=[C:15]([CH3:20])[C:16]([CH2:18][OH:19])=[CH:17][N:13]2[N:12]=[CH:11][N:10]=1.CC(OI1(OC(C)=O)(OC(C)=O)OC(=O)C2C=CC=CC1=2)=O. The catalyst is C1COCC1. The product is [F:1][C:2]1[CH:3]=[C:4]([NH:21][C:22](=[O:34])[CH2:23][C:24]([NH:26][C:27]2[CH:28]=[CH:29][C:30]([F:33])=[CH:31][CH:32]=2)=[O:25])[CH:5]=[CH:6][C:7]=1[O:8][C:9]1[C:14]2=[C:15]([CH3:20])[C:16]([CH:18]=[O:19])=[CH:17][N:13]2[N:12]=[CH:11][N:10]=1. The yield is 0.830. (4) The reactants are [NH2:1][C:2]1[N:3]=[CH:4][C:5]([C:8]2[C:13]([F:14])=[CH:12][C:11]([C:15]3[CH:20]=[CH:19][CH:18]=[CH:17][C:16]=3[O:21][CH2:22][C:23]([O:25]C)=[O:24])=[CH:10][CH:9]=2)=[N:6][CH:7]=1.O[Li].O.O. The catalyst is C1COCC1. The product is [NH2:1][C:2]1[N:3]=[CH:4][C:5]([C:8]2[CH:9]=[CH:10][C:11]([C:15]3[CH:20]=[CH:19][CH:18]=[CH:17][C:16]=3[O:21][CH2:22][C:23]([OH:25])=[O:24])=[CH:12][C:13]=2[F:14])=[N:6][CH:7]=1. The yield is 0.950.